This data is from Full USPTO retrosynthesis dataset with 1.9M reactions from patents (1976-2016). The task is: Predict the reactants needed to synthesize the given product. Given the product [Cl:1][C:2]1[N:3]=[C:4]([NH:19][NH:20][C:28](=[O:29])[C@H:27]([CH2:26][CH:21]2[CH2:22][CH2:23][CH2:24][CH2:25]2)[CH2:31][N:32]([O:33][CH2:34][C:35]2[CH:36]=[CH:37][CH:38]=[CH:39][CH:40]=2)[CH:41]=[O:42])[C:5]([F:18])=[C:6]([N:8]2[CH2:9][CH:10]([N:15]([CH3:16])[CH3:17])[C:11]([CH3:14])([CH3:13])[CH2:12]2)[N:7]=1, predict the reactants needed to synthesize it. The reactants are: [Cl:1][C:2]1[N:7]=[C:6]([N:8]2[CH2:12][C:11]([CH3:14])([CH3:13])[CH:10]([N:15]([CH3:17])[CH3:16])[CH2:9]2)[C:5]([F:18])=[C:4]([NH:19][NH2:20])[N:3]=1.[CH:21]1([CH2:26][C@H:27]([CH2:31][N:32]([CH:41]=[O:42])[O:33][CH2:34][C:35]2[CH:40]=[CH:39][CH:38]=[CH:37][CH:36]=2)[C:28](O)=[O:29])[CH2:25][CH2:24][CH2:23][CH2:22]1.CN1CCOCC1.ON1C2N=CC=CC=2N=N1.C(Cl)CCl.